Dataset: Full USPTO retrosynthesis dataset with 1.9M reactions from patents (1976-2016). Task: Predict the reactants needed to synthesize the given product. (1) Given the product [OH:32][N:31]=[C:16]([C:14]1[CH:15]=[C:10]2[N:9]=[CH:8][N:7]([CH2:6][C:5]3[CH:18]=[CH:19][C:20]([O:21][CH2:22][C:23]4[CH:24]=[N:25][C:26]([O:29][CH3:30])=[CH:27][CH:28]=4)=[C:3]([O:2][CH3:1])[CH:4]=3)[C:11]2=[N:12][CH:13]=1)[NH2:17], predict the reactants needed to synthesize it. The reactants are: [CH3:1][O:2][C:3]1[CH:4]=[C:5]([CH:18]=[CH:19][C:20]=1[O:21][CH2:22][C:23]1[CH:24]=[N:25][C:26]([O:29][CH3:30])=[CH:27][CH:28]=1)[CH2:6][N:7]1[C:11]2=[N:12][CH:13]=[C:14]([C:16]#[N:17])[CH:15]=[C:10]2[N:9]=[CH:8]1.[NH2:31][OH:32]. (2) Given the product [C:1]([O:6][CH2:8][O:9][CH:10]1[CH2:18][C:17]2[C:12](=[CH:13][CH:14]=[CH:15][CH:16]=2)[CH2:11]1)(=[O:5])[C:2]([CH3:4])=[CH2:3], predict the reactants needed to synthesize it. The reactants are: [C:1]([OH:6])(=[O:5])[C:2]([CH3:4])=[CH2:3].Cl[CH2:8][O:9][CH:10]1[CH2:18][C:17]2[C:12](=[CH:13][CH:14]=[CH:15][CH:16]=2)[CH2:11]1.C1(C)C=CC=CC=1. (3) Given the product [C:1]([CH2:3][C:4]1[CH:9]=[CH:8][CH:7]=[C:6]([C:10]2[CH:11]=[CH:12][CH:13]=[CH:14][CH:15]=2)[C:5]=1[C:16]([OH:18])=[O:17])#[N:2], predict the reactants needed to synthesize it. The reactants are: [C:1]([CH2:3][C:4]1[CH:9]=[CH:8][CH:7]=[C:6]([C:10]2[CH:15]=[CH:14][CH:13]=[CH:12][CH:11]=2)[C:5]=1[C:16]([O:18]C(C)(C)C)=[O:17])#[N:2].Cl. (4) Given the product [S:6]1[CH:7]=[CH:8][C:4]2[CH:3]=[C:2]([B:11]3[O:15][C:14]([CH3:17])([CH3:16])[C:13]([CH3:19])([CH3:18])[O:12]3)[CH:10]=[CH:9][C:5]1=2, predict the reactants needed to synthesize it. The reactants are: Br[C:2]1[CH:10]=[CH:9][C:5]2[S:6][CH:7]=[CH:8][C:4]=2[CH:3]=1.[B:11]1([B:11]2[O:15][C:14]([CH3:17])([CH3:16])[C:13]([CH3:19])([CH3:18])[O:12]2)[O:15][C:14]([CH3:17])([CH3:16])[C:13]([CH3:19])([CH3:18])[O:12]1.CC([O-])=O.[K+]. (5) Given the product [F:33][C:34]1[CH:39]=[CH:38][C:37]([F:40])=[CH:36][C:35]=1[NH:41][C:22]1[CH:21]=[C:20]([C:18]2[N:19]=[C:14]([N:11]3[CH2:12][CH2:13][NH:8][CH2:9][CH2:10]3)[C:15]3[C:30]([O:31][CH3:32])=[CH:29][N:28]=[CH:27][C:16]=3[N:17]=2)[CH:25]=[CH:24][N:23]=1, predict the reactants needed to synthesize it. The reactants are: C(OC([N:8]1[CH2:13][CH2:12][N:11]([C:14]2[C:15]3[C:30]([O:31][CH3:32])=[CH:29][N:28]=[CH:27][C:16]=3[N:17]=[C:18]([C:20]3[CH:25]=[CH:24][N:23]=[C:22](Cl)[CH:21]=3)[N:19]=2)[CH2:10][CH2:9]1)=O)(C)(C)C.[F:33][C:34]1[CH:39]=[CH:38][C:37]([F:40])=[CH:36][C:35]=1[NH2:41]. (6) Given the product [CH2:26]([NH:28][C:29]([N:13]1[C:9]([CH3:8])=[CH:10][C:11]([O:14][C:15]2[C:20]([N+:21]([O-:23])=[O:22])=[CH:19][CH:18]=[C:17]([O:24][CH3:25])[N:16]=2)=[N:12]1)=[O:30])[CH3:27], predict the reactants needed to synthesize it. The reactants are: C(N(CC)CC)C.[CH3:8][C:9]1[NH:13][N:12]=[C:11]([O:14][C:15]2[C:20]([N+:21]([O-:23])=[O:22])=[CH:19][CH:18]=[C:17]([O:24][CH3:25])[N:16]=2)[CH:10]=1.[CH2:26]([N:28]=[C:29]=[O:30])[CH3:27].Cl.